From a dataset of Forward reaction prediction with 1.9M reactions from USPTO patents (1976-2016). Predict the product of the given reaction. (1) Given the reactants C[O:2][C:3]1[CH:4]=[C:5]([CH:8]=[CH:9][C:10]=1[O:11]C)[C:6]#[N:7].COC1C=C(C=CC=1O)C#N.[Br-].[Li+], predict the reaction product. The product is: [OH:2][C:3]1[CH:4]=[C:5]([CH:8]=[CH:9][C:10]=1[OH:11])[C:6]#[N:7]. (2) Given the reactants [CH:1]1[C:10]2[C:5](=[CH:6][CH:7]=[CH:8][CH:9]=2)[CH:4]=[C:3]([C:11]([OH:13])=O)[N:2]=1.ON1C2C=CC=CC=2N=N1.Cl.CN(C)CCCN=C=NCC.[NH2:36][CH2:37][CH2:38][CH2:39][CH2:40][N:41]1[C:53]2[C:52]3[CH:51]=[CH:50][CH:49]=[CH:48][C:47]=3[N:46]=[C:45]([NH2:54])[C:44]=2[N:43]=[C:42]1[CH2:55][CH2:56][O:57][CH3:58], predict the reaction product. The product is: [NH2:54][C:45]1[C:44]2[N:43]=[C:42]([CH2:55][CH2:56][O:57][CH3:58])[N:41]([CH2:40][CH2:39][CH2:38][CH2:37][NH:36][C:11]([C:3]3[N:2]=[CH:1][C:10]4[C:5]([CH:4]=3)=[CH:6][CH:7]=[CH:8][CH:9]=4)=[O:13])[C:53]=2[C:52]2[CH:51]=[CH:50][CH:49]=[CH:48][C:47]=2[N:46]=1. (3) Given the reactants [F:1][C:2]1[CH:3]=[C:4]([C@H:13]([NH:21][C:22]([C:24]2[CH:25]=[CH:26][C:27]([N+:38]([O-])=[O:39])=[C:28]([N:30]([CH3:37])[C:31](=[O:36])[C:32]([O:34]C)=O)[CH:29]=2)=[O:23])[C:14]2[C:19]([F:20])=[CH:18][CH:17]=[CH:16][N:15]=2)[CH:5]=[CH:6][C:7]=1[O:8][C:9]([F:12])([F:11])[F:10].P([O-])([O-])([O-])=O.[K+].[K+].[K+], predict the reaction product. The product is: [F:1][C:2]1[CH:3]=[C:4]([C@@H:13]([C:14]2[C:19]([F:20])=[CH:18][CH:17]=[CH:16][N:15]=2)[NH:21][C:22]([C:24]2[CH:29]=[C:28]3[C:27](=[CH:26][CH:25]=2)[N:38]([OH:39])[C:32](=[O:34])[C:31](=[O:36])[N:30]3[CH3:37])=[O:23])[CH:5]=[CH:6][C:7]=1[O:8][C:9]([F:10])([F:12])[F:11]. (4) Given the reactants [CH3:1][C:2]1[C:10]2[C:5](=[CH:6][C:7](C=O)=[CH:8][CH:9]=2)[N:4]([CH2:13][CH2:14][CH2:15][C:16]2[CH:21]=[CH:20][CH:19]=[CH:18][CH:17]=2)[CH:3]=1.[C:22]([CH:26]=P(C1C=CC=CC=1)(C1C=CC=CC=1)C1C=CC=CC=1)([O:24][CH3:25])=[O:23].O.[C:47]1(C)C=CC=CC=1, predict the reaction product. The product is: [CH3:1][C:2]1[C:10]2[C:5](=[CH:6][C:7]([CH:47]=[CH:26][C:22]([O:24][CH3:25])=[O:23])=[CH:8][CH:9]=2)[N:4]([CH2:13][CH2:14][CH2:15][C:16]2[CH:17]=[CH:18][CH:19]=[CH:20][CH:21]=2)[CH:3]=1. (5) Given the reactants [N:1]1[CH:6]=[CH:5][CH:4]=[CH:3][C:2]=1[CH:7]=O.[NH2:9][NH:10][C:11]([NH2:13])=[S:12].O, predict the reaction product. The product is: [N:1]1[CH:6]=[CH:5][CH:4]=[CH:3][C:2]=1[CH:7]=[N:9][NH:10][C:11]([NH2:13])=[S:12]. (6) Given the reactants [CH3:1][C:2]1[O:6][C:5]([C:7]2[CH:12]=[CH:11][CH:10]=[CH:9][CH:8]=2)=[N:4][C:3]=1[CH2:13][CH2:14][OH:15].O[C:17]1[CH:21]=[C:20]([C:22]([O:24][CH3:25])=[O:23])[O:19][N:18]=1.C(P(CCCC)CCCC)CCC.N(C(N1CCCCC1)=O)=NC(N1CCCCC1)=O, predict the reaction product. The product is: [CH3:25][O:24][C:22]([C:20]1[O:19][N:18]=[C:17]([O:15][CH2:14][CH2:13][C:3]2[N:4]=[C:5]([C:7]3[CH:12]=[CH:11][CH:10]=[CH:9][CH:8]=3)[O:6][C:2]=2[CH3:1])[CH:21]=1)=[O:23]. (7) Given the reactants [CH3:1][CH2:2][CH2:3][CH2:4][CH2:5][CH2:6][CH2:7][CH2:8][CH2:9]/[CH:10]=[CH:11]/[C:12]([OH:14])=O.[NH2:15][C@H:16]([C:18]([OH:20])=[O:19])C.[CH3:21][CH2:22][CH2:23][CH2:24][CH2:25][CH2:26]CCC/C=C/C(O)=O.NCC(O)=O.CCCCCCCCCCCCCCCC(O)=O.N[C@H](C(O)=O)C.CCCCCCCCCCCCCCCCCCCCCC(O)=O.NCC(O)=O.CCCCC/C=C\C/C=C\CCCCCCCC(O)=O.N[C@H](C(O)=O)CC(C)C.CCCCCCCC/C=C\CCCCCCCC(O)=O.N[C@H](C(O)=O)[C@H](CC)C.CCCCCCCC(O)=O.N[C@H](C(O)=O)CCC(=O)O.CCCCCCCCCCCC(O)=O.N[C@H](C(O)=O)CC(=O)O.CCCCCCCC/C=C\CCCCCCCC(O)=O.CCCCC/C=C\C/C=C\C/C=C\C/C=C\CCCC(O)=O, predict the reaction product. The product is: [C:12]([NH:15][CH2:16][C:18]([OH:20])=[O:19])(=[O:14])[CH2:11][CH2:10][CH2:9][CH2:8][CH2:7][CH2:6][CH2:5]/[CH:4]=[CH:3]\[CH2:2]/[CH:1]=[CH:21]\[CH2:22][CH2:23][CH2:24][CH2:25][CH3:26]. (8) Given the reactants Cl[C:2]1[C:11]2[C:6](=[CH:7][CH:8]=[C:9]([O:12][CH3:13])[CH:10]=2)[N:5]=[CH:4][N:3]=1.[NH2:14][C:15]1[CH:20]=[N:19][CH:18]=[CH:17][N:16]=1.IC1C=C2C(=CC=1)N=CN=C2NC1SC2C(N=1)=CC=CN=2, predict the reaction product. The product is: [CH3:13][O:12][C:9]1[CH:10]=[C:11]2[C:6](=[CH:7][CH:8]=1)[N:5]=[CH:4][N:3]=[C:2]2[NH:14][C:15]1[CH:20]=[N:19][CH:18]=[CH:17][N:16]=1. (9) Given the reactants Br[C:2]1[CH:7]=[CH:6][C:5]([C:8]([N:10]2[CH2:14][CH2:13][CH2:12][C@H:11]2[CH2:15][N:16]2[CH2:20][CH2:19][CH2:18][CH2:17]2)=[O:9])=[C:4]([C:21]([F:24])([F:23])[F:22])[CH:3]=1.[N:25]1[CH:30]=[CH:29][C:28](B(O)O)=[CH:27][CH:26]=1, predict the reaction product. The product is: [N:25]1[CH:30]=[CH:29][C:28]([C:7]2[CH:2]=[CH:3][C:4]([C:21]([F:24])([F:23])[F:22])=[C:5]([C:8]([N:10]3[CH2:14][CH2:13][CH2:12][C@H:11]3[CH2:15][N:16]3[CH2:20][CH2:19][CH2:18][CH2:17]3)=[O:9])[CH:6]=2)=[CH:27][CH:26]=1.